From a dataset of Merck oncology drug combination screen with 23,052 pairs across 39 cell lines. Regression. Given two drug SMILES strings and cell line genomic features, predict the synergy score measuring deviation from expected non-interaction effect. Drug 1: CN1C(=O)C=CC2(C)C3CCC4(C)C(NC(=O)OCC(F)(F)F)CCC4C3CCC12. Drug 2: CCC1(O)CC2CN(CCc3c([nH]c4ccccc34)C(C(=O)OC)(c3cc4c(cc3OC)N(C)C3C(O)(C(=O)OC)C(OC(C)=O)C5(CC)C=CCN6CCC43C65)C2)C1. Cell line: LNCAP. Synergy scores: synergy=-9.95.